Dataset: Full USPTO retrosynthesis dataset with 1.9M reactions from patents (1976-2016). Task: Predict the reactants needed to synthesize the given product. (1) Given the product [CH2:22]([C@@H:2]1[NH:1][C:32](=[O:34])[N:5]([C:6]2[CH:7]=[N:8][C:9]([O:12][C:13]3[CH:18]=[CH:17][C:16]([CH3:19])=[C:15]([O:20][CH3:21])[CH:14]=3)=[CH:10][CH:11]=2)[C:3]1=[O:4])[CH3:23], predict the reactants needed to synthesize it. The reactants are: [NH2:1][C@@H:2]([CH2:22][CH3:23])[C:3]([NH:5][C:6]1[CH:7]=[N:8][C:9]([O:12][C:13]2[CH:18]=[CH:17][C:16]([CH3:19])=[C:15]([O:20][CH3:21])[CH:14]=2)=[CH:10][CH:11]=1)=[O:4].C(N(CC)CC)C.Cl[C:32](Cl)([O:34]C(=O)OC(Cl)(Cl)Cl)Cl. (2) The reactants are: [NH2:1][C:2]1[CH:7]=[CH:6][C:5]([OH:8])=[CH:4][CH:3]=1.Cl[C:10]1[CH:15]=[C:14]([O:16][C:17]2[CH:18]=[C:19]([CH3:30])[C:20]([CH3:29])=[N:21][C:22]=2[C:23]2[CH:28]=[CH:27][CH:26]=[CH:25][N:24]=2)[CH:13]=[CH:12][N:11]=1.C([O-])([O-])=O.[Cs+].[Cs+].CC1(C)C2C(=C(P(C3C=CC=CC=3)C3C=CC=CC=3)C=CC=2)OC2C(P(C3C=CC=CC=3)C3C=CC=CC=3)=CC=CC1=2. Given the product [CH3:30][C:19]1[CH:18]=[C:17]([O:16][C:14]2[CH:13]=[CH:12][N:11]=[C:10]([NH:1][C:2]3[CH:7]=[CH:6][C:5]([OH:8])=[CH:4][CH:3]=3)[CH:15]=2)[C:22]([C:23]2[CH:28]=[CH:27][CH:26]=[CH:25][N:24]=2)=[N:21][C:20]=1[CH3:29], predict the reactants needed to synthesize it. (3) Given the product [NH2:18][C:17]1[C:9]2[C:10](=[N:11][C:12]([CH3:14])=[CH:13][C:8]=2[CH2:6][OH:5])[S:15][C:16]=1[C:19]([NH2:20])=[O:21], predict the reactants needed to synthesize it. The reactants are: [Li+].[BH4-].C([O:5][C:6]([C:8]1[C:9]2[C:17]([NH2:18])=[C:16]([C:19](=[O:21])[NH2:20])[S:15][C:10]=2[N:11]=[C:12]([CH3:14])[CH:13]=1)=O)C.C1COCC1. (4) Given the product [OH:15][CH2:14][CH2:13][O:9][C:8]1[CH:10]=[CH:11][C:3]([CH:2]=[O:1])=[CH:4][C:5]=1[O:6][CH3:7], predict the reactants needed to synthesize it. The reactants are: [O:1]=[CH:2][C:3]1[CH:11]=[CH:10][C:8]([OH:9])=[C:5]([O:6][CH3:7])[CH:4]=1.Br[CH2:13][CH2:14][OH:15].C(=O)([O-])[O-].[K+].[K+].CC(C)=O. (5) Given the product [F:18][CH:19]([F:30])[O:20][C:21]1[CH:22]=[CH:23][C:24]([C@@H:27]([NH:29][CH2:16][CH2:15][C:2]2([OH:1])[CH2:14][CH2:13][C:5]3([O:6][CH2:7][C:8]([CH3:12])([CH3:11])[CH2:9][O:10]3)[CH2:4][CH2:3]2)[CH3:28])=[CH:25][CH:26]=1, predict the reactants needed to synthesize it. The reactants are: [OH:1][C:2]1([CH2:15][CH:16]=O)[CH2:14][CH2:13][C:5]2([O:10][CH2:9][C:8]([CH3:12])([CH3:11])[CH2:7][O:6]2)[CH2:4][CH2:3]1.[F:18][CH:19]([F:30])[O:20][C:21]1[CH:26]=[CH:25][C:24]([C@@H:27]([NH2:29])[CH3:28])=[CH:23][CH:22]=1. (6) Given the product [NH2:1][C:2]1[CH:3]=[C:4]([C:34]2[CH:35]=[CH:36][C:28]([Cl:27])=[C:29]3[C:33]=2[N:32]([CH3:46])[N:31]=[C:30]3[NH:47][S:48]([CH3:51])(=[O:49])=[O:50])[C:5]([C@@H:8]([NH:18][C:19](=[O:25])[O:20][C:21]([CH3:24])([CH3:23])[CH3:22])[CH2:9][C:10]2[CH:15]=[C:14]([F:16])[CH:13]=[C:12]([F:17])[CH:11]=2)=[N:6][CH:7]=1, predict the reactants needed to synthesize it. The reactants are: [NH2:1][C:2]1[CH:3]=[C:4](Br)[C:5]([C@@H:8]([NH:18][C:19](=[O:25])[O:20][C:21]([CH3:24])([CH3:23])[CH3:22])[CH2:9][C:10]2[CH:15]=[C:14]([F:16])[CH:13]=[C:12]([F:17])[CH:11]=2)=[N:6][CH:7]=1.[Cl:27][C:28]1[CH:36]=[CH:35][C:34](B2OC(C)(C)C(C)(C)O2)=[C:33]2[C:29]=1[C:30]([NH:47][S:48]([CH3:51])(=[O:50])=[O:49])=[N:31][N:32]2[CH3:46].C(=O)(O)[O-].[Na+]. (7) The reactants are: O.[OH-].[Li+].O.[Cl:5][C:6]1[CH:7]=[C:8]2[C:12](=[CH:13][CH:14]=1)[N:11]([C:15]1[C:24]3[C:19](=[CH:20][CH:21]=[CH:22][CH:23]=3)[N:18]=[CH:17][CH:16]=1)[CH:10]=[C:9]2[C:25]([O:27]C)=[O:26]. Given the product [C:25]([C:9]1[C:8]2[C:12](=[CH:13][CH:14]=[C:6]([Cl:5])[CH:7]=2)[N:11]([C:15]2[C:24]3[C:19](=[CH:20][CH:21]=[CH:22][CH:23]=3)[N:18]=[CH:17][CH:16]=2)[CH:10]=1)([OH:27])=[O:26], predict the reactants needed to synthesize it. (8) Given the product [C:16]1([C:22]2[N:26]=[C:25]([N:27]3[CH2:32][CH2:31][N:30]([C:8]([NH:7][C:2]4[CH:3]=[CH:4][CH:5]=[CH:6][N:1]=4)=[O:15])[CH2:29][CH2:28]3)[S:24][N:23]=2)[CH:17]=[CH:18][CH:19]=[CH:20][CH:21]=1, predict the reactants needed to synthesize it. The reactants are: [N:1]1[CH:6]=[CH:5][CH:4]=[CH:3][C:2]=1[NH:7][C:8](=[O:15])OCC(Cl)(Cl)Cl.[C:16]1([C:22]2[N:26]=[C:25]([N:27]3[CH2:32][CH2:31][NH:30][CH2:29][CH2:28]3)[S:24][N:23]=2)[CH:21]=[CH:20][CH:19]=[CH:18][CH:17]=1.C(N(C(C)C)CC)(C)C.O. (9) Given the product [Cl:17][C:18]1[CH:19]=[CH:20][C:21]([C@H:24]2[C@@:26]3([C:34]4[C:29](=[CH:30][CH:31]=[CH:32][CH:33]=4)[N:28]([CH2:2][CH2:3][N:14]4[CH2:13][CH2:12][N:11]([C:8]5[CH:9]=[CH:10][N:5]=[CH:6][CH:7]=5)[CH2:16][CH2:15]4)[C:27]3=[O:35])[CH2:25]2)=[CH:22][CH:23]=1, predict the reactants needed to synthesize it. The reactants are: Br[CH:2]=[CH:3]Br.[N:5]1[CH:10]=[CH:9][C:8]([N:11]2[CH2:16][CH2:15][NH:14][CH2:13][CH2:12]2)=[CH:7][CH:6]=1.[Cl:17][C:18]1[CH:23]=[CH:22][C:21]([C@@H:24]2[C@:26]3([C:34]4[C:29](=[CH:30][CH:31]=[CH:32][CH:33]=4)[NH:28][C:27]3=[O:35])[CH2:25]2)=[CH:20][CH:19]=1. (10) Given the product [Cl:35][C:36]1[CH:44]=[CH:43][C:39]([C:40]([C:3]2[CH:11]=[C:10]3[C:6]([C:7]4[CH2:15][CH2:14][NH:13][C:12](=[O:16])[C:8]=4[NH:9]3)=[CH:5][CH:4]=2)=[O:41])=[CH:38][C:37]=1[S:45]([NH2:46])(=[O:48])=[O:47], predict the reactants needed to synthesize it. The reactants are: C[Sn](C)(C)[C:3]1[CH:11]=[C:10]2[C:6]([C:7]3[CH2:15][CH2:14][NH:13][C:12](=[O:16])[C:8]=3[NH:9]2)=[CH:5][CH:4]=1.CN(C)C1C2C(=CC=CC=2N(C)C)C=CC=1.[Cl:35][C:36]1[CH:44]=[CH:43][C:39]([C:40](Cl)=[O:41])=[CH:38][C:37]=1[S:45](=[O:48])(=[O:47])[NH2:46].